Predict the reaction yield, written as a fraction of the theoretical maximum amount of product (1.0 means a 100% yield; for example, 0.34 means a 34% yield). From a dataset of Reaction yield outcomes from USPTO patents with 853,638 reactions. (1) The reactants are [OH:1][C:2]1[C:7]2[C@@:8]3([OH:45])[C@@:21]([O:25][CH3:26])([C@H:22]([OH:24])[CH2:23][C:6]=2[CH:5]=[C:4]([CH3:46])[C:3]=1[C:47]([O:49][CH3:50])=[O:48])[C:20](=[O:27])[C:19]1[C:10](=[CH:11][C:12]2[C:13](=[O:43])[C:14]([NH:30][C@@H:31]4[C@H:36]([O:37][CH3:38])[C@H:35]([OH:39])[C@@H:34]([O:40][CH3:41])[C@H:33]([CH3:42])[O:32]4)=[CH:15][C:16](=[O:29])[C:17]=2[C:18]=1[OH:28])[C:9]3=[O:44].O.[N+:52]([O-])([OH:54])=[O:53]. The catalyst is C(#N)C. The product is [OH:1][C:2]1[C:7]2[C@@:8]3([OH:45])[C@@:21]([O:25][CH3:26])([C@H:22]([OH:24])[CH2:23][C:6]=2[C:5]([N+:52]([O-:54])=[O:53])=[C:4]([CH3:46])[C:3]=1[C:47]([O:49][CH3:50])=[O:48])[C:20](=[O:27])[C:19]1[C:10](=[CH:11][C:12]2[C:13](=[O:43])[C:14]([NH:30][C@@H:31]4[C@H:36]([O:37][CH3:38])[C@H:35]([OH:39])[C@@H:34]([O:40][CH3:41])[C@H:33]([CH3:42])[O:32]4)=[CH:15][C:16](=[O:29])[C:17]=2[C:18]=1[OH:28])[C:9]3=[O:44]. The yield is 0.330. (2) No catalyst specified. The product is [CH2:18]([O:16][C:15](=[O:17])[CH2:14][C:9]1[C:10](=[O:13])[NH:11][N:12]=[C:7]([OH:6])[CH:8]=1)[CH3:19]. The yield is 0.820. The reactants are S(=O)(=O)(O)O.[OH:6][C:7]1[CH:8]=[C:9]([CH2:14][C:15]([OH:17])=[O:16])[C:10](=[O:13])[NH:11][N:12]=1.[CH2:18](O)[CH3:19]. (3) The reactants are [CH3:1][O:2][C:3]1[N:8]=[C:7]([O:9][CH:10]2[CH2:27][CH:26]3[CH:12]([C:13](=[O:33])[N:14]([CH3:32])[CH2:15][CH2:16][CH2:17][CH2:18][CH:19]=[CH:20][CH:21]4[C:23]([C:29]([OH:31])=O)([NH:24][C:25]3=[O:28])[CH2:22]4)[CH2:11]2)[CH:6]=[C:5]([C:34]2[CH:39]=[CH:38][CH:37]=[CH:36][CH:35]=2)[N:4]=1.CCN=C=NCCCN(C)C.[CH:51]1([S:54]([NH2:57])(=[O:56])=[O:55])[CH2:53][CH2:52]1.C1CCN2C(=NCCC2)CC1.C(O)(=O)CC(CC(O)=O)(C(O)=O)O. The catalyst is C(Cl)Cl. The product is [CH3:1][O:2][C:3]1[N:8]=[C:7]([O:9][CH:10]2[CH2:27][CH:26]3[CH:12]([C:13](=[O:33])[N:14]([CH3:32])[CH2:15][CH2:16][CH2:17][CH2:18][CH:19]=[CH:20][CH:21]4[C:23]([C:29]([NH:57][S:54]([CH:51]5[CH2:53][CH2:52]5)(=[O:56])=[O:55])=[O:31])([NH:24][C:25]3=[O:28])[CH2:22]4)[CH2:11]2)[CH:6]=[C:5]([C:34]2[CH:39]=[CH:38][CH:37]=[CH:36][CH:35]=2)[N:4]=1. The yield is 0.560.